This data is from Forward reaction prediction with 1.9M reactions from USPTO patents (1976-2016). The task is: Predict the product of the given reaction. (1) Given the reactants [NH2:1][CH2:2][CH:3]([NH:18][C:19]([C:21]1[S:37][C:24]2=[N:25][C:26]3[CH2:27][CH2:28][CH:29]([C:33]([CH3:36])([CH3:35])[CH3:34])[CH2:30][C:31]=3[CH:32]=[C:23]2[CH:22]=1)=[O:20])[C:4]1[CH:9]=[CH:8][CH:7]=[C:6]([NH:10][C:11]([C:13]2[O:14][CH:15]=[CH:16][CH:17]=2)=[O:12])[CH:5]=1.CCN([CH2:43][CH3:44])CC.[O-]S([O-])(=O)=O.[Na+].[Na+].[BH4-].[Na+].[CH3:54][OH:55], predict the reaction product. The product is: [CH2:54]([O:55][CH2:43][CH2:44][NH:1][CH2:2][CH:3]([NH:18][C:19]([C:21]1[S:37][C:24]2=[N:25][C:26]3[CH2:27][CH2:28][CH:29]([C:33]([CH3:34])([CH3:36])[CH3:35])[CH2:30][C:31]=3[CH:32]=[C:23]2[CH:22]=1)=[O:20])[C:4]1[CH:9]=[CH:8][CH:7]=[C:6]([NH:10][C:11]([C:13]2[O:14][CH:15]=[CH:16][CH:17]=2)=[O:12])[CH:5]=1)[C:4]1[CH:9]=[CH:8][CH:7]=[CH:6][CH:5]=1. (2) Given the reactants [Cl:1][C:2]1[CH:3]=[CH:4][C:5]([C@@:8]([C:17]2[CH:22]=[C:21]([C:23]([F:26])([F:25])[F:24])[CH:20]=[C:19]([F:27])[CH:18]=2)([NH2:16])[CH2:9][C:10]2[CH:15]=[CH:14][CH:13]=[CH:12][CH:11]=2)=[N:6][CH:7]=1.FC(F)(C(F)(F)F)C([O:32][C:33](=O)[C:34]([F:40])([F:39])[C:35]([F:38])([F:37])[F:36])=O, predict the reaction product. The product is: [Cl:1][C:2]1[CH:3]=[CH:4][C:5]([C@:8]([NH:16][C:33](=[O:32])[C:34]([F:40])([F:39])[C:35]([F:38])([F:37])[F:36])([C:17]2[CH:22]=[C:21]([C:23]([F:26])([F:24])[F:25])[CH:20]=[C:19]([F:27])[CH:18]=2)[CH2:9][C:10]2[CH:11]=[CH:12][CH:13]=[CH:14][CH:15]=2)=[N:6][CH:7]=1. (3) Given the reactants [Cl:1][C:2]1[N:7]=[CH:6][N:5]=[C:4]([C:8](=[O:10])[CH3:9])[CH:3]=1.[CH3:11][Mg]Br, predict the reaction product. The product is: [Cl:1][C:2]1[N:7]=[CH:6][N:5]=[C:4]([C:8]([OH:10])([CH3:11])[CH3:9])[CH:3]=1. (4) The product is: [Br:39][C:14]1[C:15]2[C:20](=[CH:19][C:18]([NH:23][C:24]([C:26]3[C:30]4[CH:31]=[CH:32][CH:33]=[CH:34][C:29]=4[O:28][C:27]=3[CH2:35][CH2:36][CH2:37][CH3:38])=[O:25])=[CH:17][CH:16]=2)[CH:21]=[CH:22][C:13]=1[O:12][CH:4]([CH2:5][C:6]1[CH:7]=[CH:8][CH:9]=[CH:10][CH:11]=1)[C:3]([OH:40])=[O:2]. Given the reactants C[O:2][C:3](=[O:40])[CH:4]([O:12][C:13]1[CH:22]=[CH:21][C:20]2[C:15](=[CH:16][CH:17]=[C:18]([NH:23][C:24]([C:26]3[C:30]4[CH:31]=[CH:32][CH:33]=[CH:34][C:29]=4[O:28][C:27]=3[CH2:35][CH2:36][CH2:37][CH3:38])=[O:25])[CH:19]=2)[C:14]=1[Br:39])[CH2:5][C:6]1[CH:11]=[CH:10][CH:9]=[CH:8][CH:7]=1.[OH-].[Na+].O, predict the reaction product. (5) Given the reactants CN(C)C=O.[Cl:6][C:7]1[CH:26]=[CH:25][C:10]([CH2:11][N:12]2[CH:17]=[N:16][C:15]([N:18]3[CH2:23][CH2:22][NH:21][CH2:20][CH2:19]3)=[N:14][C:13]2=[O:24])=[CH:9][CH:8]=1.Cl[C:28]1[CH:33]=[CH:32][C:31]([N+:34]([O-:36])=[O:35])=[CH:30][N:29]=1.C(=O)([O-])[O-].[K+].[K+], predict the reaction product. The product is: [Cl:6][C:7]1[CH:26]=[CH:25][C:10]([CH2:11][N:12]2[CH:17]=[N:16][C:15]([N:18]3[CH2:23][CH2:22][N:21]([C:28]4[CH:33]=[CH:32][C:31]([N+:34]([O-:36])=[O:35])=[CH:30][N:29]=4)[CH2:20][CH2:19]3)=[N:14][C:13]2=[O:24])=[CH:9][CH:8]=1. (6) Given the reactants C(N1C=CN=C1)(N1C=CN=C1)=O.[NH2:13][C:14]1[C:22]([N+:23]([O-:25])=[O:24])=[CH:21][C:20]([Br:26])=[CH:19][C:15]=1[C:16](O)=[O:17].Cl.[CH3:28][O:29][NH:30][CH3:31].O, predict the reaction product. The product is: [NH2:13][C:14]1[C:22]([N+:23]([O-:25])=[O:24])=[CH:21][C:20]([Br:26])=[CH:19][C:15]=1[C:16]([N:30]([O:29][CH3:28])[CH3:31])=[O:17]. (7) Given the reactants [Br:1][C:2]1[C:3]([O:21][CH3:22])=[CH:4][C:5]2[NH:11][C:10](=O)[CH2:9][N:8]=[C:7]([C:13]3[CH:18]=[CH:17][CH:16]=[CH:15][C:14]=3[Cl:19])[C:6]=2[CH:20]=1.COC1C=CC(P2(SP(C3C=CC(OC)=CC=3)(=S)S2)=[S:32])=CC=1, predict the reaction product. The product is: [Br:1][C:2]1[C:3]([O:21][CH3:22])=[CH:4][C:5]2[NH:11][C:10](=[S:32])[CH2:9][N:8]=[C:7]([C:13]3[CH:18]=[CH:17][CH:16]=[CH:15][C:14]=3[Cl:19])[C:6]=2[CH:20]=1.